From a dataset of Forward reaction prediction with 1.9M reactions from USPTO patents (1976-2016). Predict the product of the given reaction. (1) Given the reactants [OH:1][C:2]1[CH:3]=[C:4]2[C:8](=[CH:9][CH:10]=1)[CH2:7][C@H:6]([NH:11][S:12]([CH:15]([CH3:17])[CH3:16])(=[O:14])=[O:13])[CH2:5]2.[CH3:18][C:19]1[CH:24]=[C:23]([CH2:25]O)[CH:22]=[CH:21][N:20]=1.C1(P(C2C=CC=CC=2)C2C=CC=CC=2)C=CC=CC=1.N(C(OC(C)C)=O)=NC(OC(C)C)=O.[Cl:60]CCl, predict the reaction product. The product is: [ClH:60].[CH3:18][C:19]1[CH:24]=[C:23]([CH2:25][O:1][C:2]2[CH:3]=[C:4]3[C:8](=[CH:9][CH:10]=2)[CH2:7][C@H:6]([NH:11][S:12]([CH:15]([CH3:17])[CH3:16])(=[O:14])=[O:13])[CH2:5]3)[CH:22]=[CH:21][N:20]=1. (2) The product is: [Cl:1][C:2]1[CH:7]=[C:6]([Cl:8])[CH:5]=[CH:4][C:3]=1[C:9]1[C:10]([C:11]([O:13][CH2:14][CH3:15])=[O:12])=[CH:80][CH:81]=[C:76]([NH:75][CH2:74][CH2:73][NH:72][C:70]2[CH:69]=[CH:68][C:67]([N+:95]([O-:97])=[O:96])=[CH:66][N:71]=2)[N:77]=1. Given the reactants [Cl:1][C:2]1[CH:7]=[C:6]([Cl:8])[CH:5]=[CH:4][C:3]=1[C:9](=O)[CH2:10][C:11]([O:13][CH2:14][CH3:15])=[O:12].C(C1C(=O)C(Cl)=C(Cl)C(=O)C=1C#N)#N.ClC1C=CC=CN=1.ClC1N=C(C2C=CC=CC=2)C(C(OCC)=O)=CC=1.CCN(C(C)C)C(C)C.N[C:66]1[N:71]=[C:70]([NH:72][CH2:73][CH2:74][NH:75][C:76]2[CH:81]=[CH:80]C(C3NC=CN=3)=C(C3C=CC(Cl)=CC=3Cl)[N:77]=2)[CH:69]=[CH:68][C:67]=1[N+:95]([O-:97])=[O:96], predict the reaction product. (3) Given the reactants [Br:1][C:2]1[C:3]([CH:11]2[CH2:13][CH2:12]2)=[N:4][C:5]([OH:10])=[C:6]([CH:9]=1)[C:7]#[N:8].C(N(CC)CC)C.[F:21][C:22]([F:35])([F:34])[S:23](O[S:23]([C:22]([F:35])([F:34])[F:21])(=[O:25])=[O:24])(=[O:25])=[O:24], predict the reaction product. The product is: [F:21][C:22]([F:35])([F:34])[S:23]([O:10][C:5]1[C:6]([C:7]#[N:8])=[CH:9][C:2]([Br:1])=[C:3]([CH:11]2[CH2:12][CH2:13]2)[N:4]=1)(=[O:25])=[O:24]. (4) Given the reactants CC1C=CC(S(O[CH2:12][C@@H:13]2[CH2:22][CH2:21][C:20]3[C:15](=[CH:16][CH:17]=[C:18]([C@H:23]4[CH2:32][CH2:31][C@@:25]5([NH:29][C:28](=[O:30])[O:27][CH2:26]5)[CH2:24]4)[CH:19]=3)[CH2:14]2)(=O)=O)=CC=1.[CH3:33][O:34][C:35]1[CH:40]=[CH:39][C:38]([Mg]Br)=[C:37]([CH3:43])[CH:36]=1, predict the reaction product. The product is: [CH3:33][O:34][C:35]1[CH:40]=[CH:39][C:38]([CH2:12][C@@H:13]2[CH2:22][CH2:21][C:20]3[CH:19]=[C:18]([C@H:23]4[CH2:32][CH2:31][C@@:25]5([NH:29][C:28](=[O:30])[O:27][CH2:26]5)[CH2:24]4)[CH:17]=[CH:16][C:15]=3[CH2:14]2)=[C:37]([CH3:43])[CH:36]=1. (5) Given the reactants Br[C:2]1[CH:11]=[C:10]2[C:5]([CH2:6][CH2:7][CH:8]([NH2:12])[CH2:9]2)=[CH:4][CH:3]=1.[CH3:13][C:14]([O:17][C:18](O[C:18]([O:17][C:14]([CH3:16])([CH3:15])[CH3:13])=[O:19])=[O:19])([CH3:16])[CH3:15], predict the reaction product. The product is: [CH3:14][O:17][C:18]([C:2]1[CH:3]=[CH:4][C:5]2[CH2:6][CH2:7][CH:8]([NH:12][C:18]([O:17][C:14]([CH3:16])([CH3:15])[CH3:13])=[O:19])[CH2:9][C:10]=2[CH:11]=1)=[O:19]. (6) Given the reactants [CH3:1][Mg]Br.C(O[C:7]([C:9]1([CH2:16][CH2:17][O:18][CH3:19])[CH2:14][CH2:13][C:12](=[O:15])[CH2:11][CH2:10]1)=[O:8])C.[NH4+].[Cl-], predict the reaction product. The product is: [CH3:19][O:18][CH2:17][CH2:16][C:9]12[CH2:10][CH2:11][C:12]([CH3:1])([CH2:13][CH2:14]1)[O:15][C:7]2=[O:8]. (7) Given the reactants [F:1][C:2]([F:7])([F:6])[C:3]([OH:5])=[O:4].FC(F)(F)C(O)=O.[CH3:15][N:16]1[CH2:21][CH2:20][CH:19]([O:22][C:23]2[CH:28]=[CH:27][C:26]([C:29]3[C:37]4[C:32](=[CH:33][CH:34]=[C:35]([NH2:38])[CH:36]=4)[NH:31][N:30]=3)=[CH:25][CH:24]=2)[CH2:18][CH2:17]1.[N:39]([C:42]1[CH:47]=[CH:46][C:45]([O:48][CH3:49])=[CH:44][C:43]=1[CH3:50])=[C:40]=[O:41].CCN(C(C)C)C(C)C, predict the reaction product. The product is: [CH3:49][O:48][C:45]1[CH:46]=[CH:47][C:42]([NH:39][C:40]([NH:38][C:35]2[CH:36]=[C:37]3[C:32](=[CH:33][CH:34]=2)[NH:31][N:30]=[C:29]3[C:26]2[CH:27]=[CH:28][C:23]([O:22][CH:19]3[CH2:18][CH2:17][N:16]([CH3:15])[CH2:21][CH2:20]3)=[CH:24][CH:25]=2)=[O:41])=[C:43]([CH3:50])[CH:44]=1.[C:3]([OH:5])([C:2]([F:7])([F:6])[F:1])=[O:4]. (8) Given the reactants [CH:1]1([CH2:7][C@@H:8]([NH:24][CH3:25])[CH2:9][N:10]2[CH2:15][CH2:14][N:13]([C:16]3[CH:21]=[CH:20][CH:19]=[CH:18][C:17]=3[O:22][CH3:23])[CH2:12][CH2:11]2)[CH2:6][CH2:5][CH2:4][CH2:3][CH2:2]1.C(N(CC)CC)C.[CH:33]1([C:39](Cl)=[O:40])[CH2:38][CH2:37][CH2:36][CH2:35][CH2:34]1, predict the reaction product. The product is: [CH:1]1([CH2:7][C@@H:8]([N:24]([CH3:25])[C:39]([CH:33]2[CH2:38][CH2:37][CH2:36][CH2:35][CH2:34]2)=[O:40])[CH2:9][N:10]2[CH2:15][CH2:14][N:13]([C:16]3[CH:21]=[CH:20][CH:19]=[CH:18][C:17]=3[O:22][CH3:23])[CH2:12][CH2:11]2)[CH2:2][CH2:3][CH2:4][CH2:5][CH2:6]1.